Dataset: Peptide-MHC class II binding affinity with 134,281 pairs from IEDB. Task: Regression. Given a peptide amino acid sequence and an MHC pseudo amino acid sequence, predict their binding affinity value. This is MHC class II binding data. The peptide sequence is CCWFADTNLITCNDH. The MHC is DRB1_0101 with pseudo-sequence DRB1_0101. The binding affinity (normalized) is 0.311.